From a dataset of Forward reaction prediction with 1.9M reactions from USPTO patents (1976-2016). Predict the product of the given reaction. (1) Given the reactants [CH2:1]([N:8]1[CH:12]=[C:11]([C:13]2[CH:18]=[C:17]([F:19])[CH:16]=[CH:15][C:14]=2[F:20])[N:10]=[C:9]1[C@H:21]([NH:28][CH2:29][C@H:30]1[C@@H:34]([F:35])[CH2:33][N:32]([C:36]([O:38][CH2:39][C:40]2[CH:45]=[CH:44][CH:43]=[CH:42][CH:41]=2)=[O:37])[CH2:31]1)[CH:22]1[CH2:27][CH2:26][O:25][CH2:24][CH2:23]1)[C:2]1[CH:7]=[CH:6][CH:5]=[CH:4][CH:3]=1.C(N(C(C)C)C(C)C)C.[C:55]([O:58][C@@H:59]([CH3:63])[C:60](Cl)=[O:61])(=[O:57])[CH3:56], predict the reaction product. The product is: [C:55]([O:58][C@@H:59]([CH3:63])[C:60]([N:28]([CH2:29][C@H:30]1[C@@H:34]([F:35])[CH2:33][N:32]([C:36]([O:38][CH2:39][C:40]2[CH:45]=[CH:44][CH:43]=[CH:42][CH:41]=2)=[O:37])[CH2:31]1)[C@@H:21]([C:9]1[N:8]([CH2:1][C:2]2[CH:7]=[CH:6][CH:5]=[CH:4][CH:3]=2)[CH:12]=[C:11]([C:13]2[CH:18]=[C:17]([F:19])[CH:16]=[CH:15][C:14]=2[F:20])[N:10]=1)[CH:22]1[CH2:27][CH2:26][O:25][CH2:24][CH2:23]1)=[O:61])(=[O:57])[CH3:56]. (2) Given the reactants [OH:1][CH2:2][CH2:3][CH:4]1[CH2:9][CH2:8][N:7]([C:10]([O:12][C:13]([CH3:16])([CH3:15])[CH3:14])=[O:11])[CH2:6][CH2:5]1.CC1(C)N([O])C(C)(C)CCC1.C(O)(=O)C.C(O)(=O)C.IC1C=CC=CC=1.[O-]S([O-])(=S)=O.[Na+].[Na+], predict the reaction product. The product is: [CH:2]([CH2:3][CH:4]1[CH2:5][CH2:6][N:7]([C:10]([O:12][C:13]([CH3:16])([CH3:15])[CH3:14])=[O:11])[CH2:8][CH2:9]1)=[O:1].